From a dataset of Forward reaction prediction with 1.9M reactions from USPTO patents (1976-2016). Predict the product of the given reaction. Given the reactants O.O.[Sn](Cl)Cl.[CH3:6][O:7][C:8](=[O:19])[C:9]1[CH:14]=[C:13]([N+:15]([O-])=O)[CH:12]=[CH:11][C:10]=1[Br:18], predict the reaction product. The product is: [CH3:6][O:7][C:8](=[O:19])[C:9]1[C:10]([Br:18])=[CH:11][CH:12]=[C:13]([NH2:15])[CH:14]=1.